Dataset: Forward reaction prediction with 1.9M reactions from USPTO patents (1976-2016). Task: Predict the product of the given reaction. (1) Given the reactants Br[C:2]1[CH:3]=[N:4][CH:5]=[C:6]([Br:9])[C:7]=1[CH3:8].C[Si](C)(C)[C:12]#[C:13][CH3:14].[F-].C([N+](CCCC)(CCCC)CCCC)CCC, predict the reaction product. The product is: [Br:9][C:6]1[CH:5]=[N:4][CH:3]=[C:2]([C:12]#[C:13][CH3:14])[C:7]=1[CH3:8]. (2) Given the reactants C1(C2C=CC=CC=2)C=CC=C(N2C=C(C([Cl:14])=O)N=C2)C=1.[F:21][C:22]1[C:27]([C:28]2[CH:33]=[CH:32][CH:31]=[C:30]([N:34]3[CH:38]=[C:37]([C:39](O)=[O:40])[N:36]=[CH:35]3)[CH:29]=2)=[C:26]([O:42][CH3:43])[CH:25]=[CH:24][CH:23]=1, predict the reaction product. The product is: [F:21][C:22]1[C:27]([C:28]2[CH:33]=[CH:32][CH:31]=[C:30]([N:34]3[CH:38]=[C:37]([C:39]([Cl:14])=[O:40])[N:36]=[CH:35]3)[CH:29]=2)=[C:26]([O:42][CH3:43])[CH:25]=[CH:24][CH:23]=1. (3) Given the reactants [S:1]1[C:5]2[NH:6][C:7]([C:9](OC)=O)=[CH:8][C:4]=2[CH:3]=[CH:2]1.[H-].[H-].[H-].[H-].[Li+].[Al+3], predict the reaction product. The product is: [CH3:9][C:7]1[NH:6][C:5]2[S:1][CH:2]=[CH:3][C:4]=2[CH:8]=1. (4) Given the reactants Cl[C:2]1[N:3]=[C:4]([N:12]2[CH2:17][CH2:16][O:15][CH2:14][C@@H:13]2[CH3:18])[C:5]2[CH2:10][N:9]([CH3:11])[CH2:8][C:6]=2[N:7]=1.CC1(C)C(C)(C)OB([C:27]2[CH:32]=[CH:31][C:30]([NH:33][C:34]([NH2:36])=[O:35])=[CH:29][CH:28]=2)O1, predict the reaction product. The product is: [CH3:11][N:9]1[CH2:10][C:5]2[C:4]([N:12]3[CH2:17][CH2:16][O:15][CH2:14][C@@H:13]3[CH3:18])=[N:3][C:2]([C:27]3[CH:32]=[CH:31][C:30]([NH:33][C:34]([NH2:36])=[O:35])=[CH:29][CH:28]=3)=[N:7][C:6]=2[CH2:8]1. (5) The product is: [F:34][C:2]([F:1])([F:35])[C:3]1[CH:4]=[C:5]([CH:31]=[CH:32][CH:33]=1)[CH2:6][N:7]1[C:15]2[C:10](=[CH:11][CH:12]=[CH:13][C:14]=2[C:16]([NH:18][C@H:19]([C:21]2[CH:30]=[CH:29][C:24]([C:25]([OH:27])=[O:26])=[CH:23][CH:22]=2)[CH3:20])=[O:17])[CH:9]=[CH:8]1. Given the reactants [F:1][C:2]([F:35])([F:34])[C:3]1[CH:4]=[C:5]([CH:31]=[CH:32][CH:33]=1)[CH2:6][N:7]1[C:15]2[C:10](=[CH:11][CH:12]=[CH:13][C:14]=2[C:16]([NH:18][C@H:19]([C:21]2[CH:30]=[CH:29][C:24]([C:25]([O:27]C)=[O:26])=[CH:23][CH:22]=2)[CH3:20])=[O:17])[CH:9]=[CH:8]1.[OH-].[Na+], predict the reaction product.